This data is from Forward reaction prediction with 1.9M reactions from USPTO patents (1976-2016). The task is: Predict the product of the given reaction. Given the reactants Cl[S:2]([C:5]1[N:9]=[CH:8][N:7]([C:10](=[O:14])[N:11]([CH3:13])[CH3:12])[N:6]=1)(=[O:4])=[O:3].C(OCC)(=O)C.[N:21]1[CH:26]=[CH:25][CH:24]=[CH:23][CH:22]=1, predict the reaction product. The product is: [N:21]1([S:2]([C:5]2[N:9]=[CH:8][N:7]([C:10](=[O:14])[N:11]([CH3:13])[CH3:12])[N:6]=2)(=[O:4])=[O:3])[CH2:26][CH2:25][CH2:24][CH2:23][CH2:22]1.